Dataset: Forward reaction prediction with 1.9M reactions from USPTO patents (1976-2016). Task: Predict the product of the given reaction. (1) Given the reactants [Cl:1][C:2]1[CH:7]=[CH:6][CH:5]=[CH:4][N:3]=1.C([Li])CCC.CN(C)CCO.CON(C)[C:22]([CH:24]1[CH2:29][CH2:28][N:27]([CH3:30])[CH2:26][CH2:25]1)=[O:23], predict the reaction product. The product is: [Cl:1][C:2]1[CH:7]=[CH:6][CH:5]=[C:4]([C:22]([CH:24]2[CH2:29][CH2:28][N:27]([CH3:30])[CH2:26][CH2:25]2)=[O:23])[N:3]=1. (2) Given the reactants [CH3:1][O:2][C:3](=[O:6])[CH2:4][NH2:5].[OH:7][C:8]1[CH:9]=[C:10]([CH:13]=[CH:14][C:15]=1[O:16][CH3:17])[CH:11]=O, predict the reaction product. The product is: [OH:7][C:8]1[CH:9]=[C:10]([CH:13]=[CH:14][C:15]=1[O:16][CH3:17])[CH2:11][NH:5][CH2:4][C:3]([O:2][CH3:1])=[O:6]. (3) Given the reactants [C:1]([O:5][C:6]([N:8]1[CH2:13][CH2:12][N:11]([S:14]([C:17]2[CH:18]=[C:19]([CH:23]=[CH:24][C:25]=2[Cl:26])[C:20](O)=[O:21])(=[O:16])=[O:15])[CH2:10][CH2:9]1)=[O:7])([CH3:4])([CH3:3])[CH3:2].[Cl-].[CH3:28][NH2+:29][CH3:30].Cl.CN(C)CCCN=C=NCC.C1C=CC2N(O)N=NC=2C=1.CCN(CC)CC, predict the reaction product. The product is: [Cl:26][C:25]1[CH:24]=[CH:23][C:19]([C:20]([N:29]([CH3:30])[CH3:28])=[O:21])=[CH:18][C:17]=1[S:14]([N:11]1[CH2:10][CH2:9][N:8]([C:6]([O:5][C:1]([CH3:3])([CH3:4])[CH3:2])=[O:7])[CH2:13][CH2:12]1)(=[O:15])=[O:16]. (4) Given the reactants [C:1]([O:5][C:6]([C:8]1[C:20]2[C:11](=[C:12]3[C:17](=[CH:18][CH:19]=2)[CH:16]=[N:15][C:14](Cl)=[CH:13]3)[NH:10][C:9]=1[CH2:22][NH:23][C:24]([O:26][C:27]([CH3:30])([CH3:29])[CH3:28])=[O:25])=[O:7])([CH3:4])([CH3:3])[CH3:2].[C:31]1(/[CH:37]=[CH:38]/B(O)O)[CH:36]=[CH:35][CH:34]=[CH:33][CH:32]=1.C([O-])([O-])=O.[K+].[K+], predict the reaction product. The product is: [C:1]([O:5][C:6]([C:8]1[C:20]2[C:11](=[C:12]3[C:17](=[CH:18][CH:19]=2)[CH:16]=[N:15][C:14](/[CH:38]=[CH:37]/[C:31]2[CH:36]=[CH:35][CH:34]=[CH:33][CH:32]=2)=[CH:13]3)[NH:10][C:9]=1[CH2:22][NH:23][C:24]([O:26][C:27]([CH3:30])([CH3:29])[CH3:28])=[O:25])=[O:7])([CH3:4])([CH3:3])[CH3:2]. (5) Given the reactants [F:1][C:2]1[CH:11]=[CH:10][C:5]([C:6](=O)[CH2:7]Cl)=[CH:4][CH:3]=1.CO.Cl.[CH3:15][O:16][NH2:17].[Br-:18].[Li+], predict the reaction product. The product is: [CH3:15][O:16][N:17]=[C:6]([C:5]1[CH:10]=[CH:11][C:2]([F:1])=[CH:3][CH:4]=1)[CH2:7][Br:18]. (6) The product is: [CH3:1][C:2]1[CH:3]=[C:4]([CH:9]2[C:16]3[CH:15]=[C:14]([C:17]([OH:19])=[O:18])[NH:13][C:12]=3[CH2:11][CH2:10]2)[CH:5]=[C:6]([CH3:8])[CH:7]=1. Given the reactants [CH3:1][C:2]1[CH:3]=[C:4]([CH:9]2[C:16]3[CH:15]=[C:14]([C:17]([O:19]C)=[O:18])[NH:13][C:12]=3[CH2:11][CH2:10]2)[CH:5]=[C:6]([CH3:8])[CH:7]=1.O.[OH-].[Li+].C1COCC1, predict the reaction product.